From a dataset of Full USPTO retrosynthesis dataset with 1.9M reactions from patents (1976-2016). Predict the reactants needed to synthesize the given product. (1) Given the product [Br:1][C:2]1[CH:3]=[C:4]2[C:8](=[CH:9][CH:10]=1)[N:7]([S:11]([C:14]1[CH:19]=[CH:18][CH:17]=[CH:16][CH:15]=1)(=[O:12])=[O:13])[C:6]([C:20]([O:22][CH2:23][CH3:24])=[O:21])=[C:5]2[S:25]([NH:28][CH2:29][CH2:30][N:31]([C:32]1[CH:33]=[CH:34][C:35]([O:38][CH3:39])=[CH:36][CH:37]=1)[S:41]([CH3:40])(=[O:43])=[O:42])(=[O:26])=[O:27], predict the reactants needed to synthesize it. The reactants are: [Br:1][C:2]1[CH:3]=[C:4]2[C:8](=[CH:9][CH:10]=1)[N:7]([S:11]([C:14]1[CH:19]=[CH:18][CH:17]=[CH:16][CH:15]=1)(=[O:13])=[O:12])[C:6]([C:20]([O:22][CH2:23][CH3:24])=[O:21])=[C:5]2[S:25]([NH:28][CH2:29][CH2:30][NH:31][C:32]1[CH:37]=[CH:36][C:35]([O:38][CH3:39])=[CH:34][CH:33]=1)(=[O:27])=[O:26].[CH3:40][S:41](Cl)(=[O:43])=[O:42].C(N(CC)CC)C. (2) Given the product [NH2:8][C:9]1([C:24]([NH:36][CH:34]([C:31]2[CH:32]=[CH:33][C:28]([Cl:27])=[CH:29][CH:30]=2)[CH3:35])=[O:26])[CH2:10][CH2:11][N:12]([C:15]2[C:16]3[CH:23]=[CH:22][NH:21][C:17]=3[N:18]=[CH:19][N:20]=2)[CH2:13][CH2:14]1, predict the reactants needed to synthesize it. The reactants are: C(OC([NH:8][C:9]1([C:24]([OH:26])=O)[CH2:14][CH2:13][N:12]([C:15]2[C:16]3[CH:23]=[CH:22][NH:21][C:17]=3[N:18]=[CH:19][N:20]=2)[CH2:11][CH2:10]1)=O)(C)(C)C.[Cl:27][C:28]1[CH:33]=[CH:32][C:31]([CH:34]([NH2:36])[CH3:35])=[CH:30][CH:29]=1.CN(C)CCCN=C=NCC.ON1C2C=CC=CC=2N=N1. (3) Given the product [C:15]1([C@H:21]([NH:23][CH2:11][C:10]2[CH:13]=[CH:14][C:7]([C:6]#[C:5][Si:2]([CH3:4])([CH3:3])[CH3:1])=[CH:8][CH:9]=2)[CH3:22])[CH:20]=[CH:19][CH:18]=[CH:17][CH:16]=1, predict the reactants needed to synthesize it. The reactants are: [CH3:1][Si:2]([C:5]#[C:6][C:7]1[CH:14]=[CH:13][C:10]([CH:11]=O)=[CH:9][CH:8]=1)([CH3:4])[CH3:3].[C:15]1([C@H:21]([NH2:23])[CH3:22])[CH:20]=[CH:19][CH:18]=[CH:17][CH:16]=1. (4) Given the product [CH3:1][O:2][C:3]1[N:8]=[C:7]([C:9]2[CH:13]=[CH:12][S:11][C:10]=2/[CH:14]=[CH:16]/[C:17](=[O:18])[CH3:19])[CH:6]=[CH:5][CH:4]=1, predict the reactants needed to synthesize it. The reactants are: [CH3:1][O:2][C:3]1[N:8]=[C:7]([C:9]2[CH:13]=[CH:12][S:11][C:10]=2[CH:14]=O)[CH:6]=[CH:5][CH:4]=1.[CH3:16][C:17]([CH3:19])=[O:18].[OH-].[Na+].Cl. (5) Given the product [CH3:1][O:2][C:3](=[O:12])[C:4]1[CH:9]=[CH:8][C:7]([CH:10]([OH:11])[CH2:13][CH2:14][CH2:15][CH2:16][CH3:17])=[CH:6][CH:5]=1, predict the reactants needed to synthesize it. The reactants are: [CH3:1][O:2][C:3](=[O:12])[C:4]1[CH:9]=[CH:8][C:7]([CH:10]=[O:11])=[CH:6][CH:5]=1.[CH2:13]([Mg]Cl)[CH2:14][CH2:15][CH2:16][CH3:17]. (6) Given the product [CH3:10][S:11][C:12]1[CH:17]=[CH:16][C:15]([S:18][C:2]2[CH:9]=[N:8][CH:7]=[CH:6][C:3]=2[CH:4]=[O:5])=[CH:14][CH:13]=1, predict the reactants needed to synthesize it. The reactants are: Cl[C:2]1[CH:9]=[N:8][CH:7]=[CH:6][C:3]=1[CH:4]=[O:5].[CH3:10][S:11][C:12]1[CH:17]=[CH:16][C:15]([SH:18])=[CH:14][CH:13]=1. (7) Given the product [Cl:16][C:3]1[C:2]([C:22]2[CH:21]=[CH:20][N:19]=[C:18]([F:17])[CH:23]=2)=[N:7][C:6]([NH:8][CH2:9][CH:10]2[CH2:15][CH2:14][O:13][CH2:12][CH2:11]2)=[CH:5][CH:4]=1, predict the reactants needed to synthesize it. The reactants are: Br[C:2]1[N:7]=[C:6]([NH:8][CH2:9][CH:10]2[CH2:15][CH2:14][O:13][CH2:12][CH2:11]2)[CH:5]=[CH:4][C:3]=1[Cl:16].[F:17][C:18]1[CH:23]=[C:22](B(O)O)[CH:21]=[CH:20][N:19]=1.C(Cl)Cl.C(=O)([O-])[O-].[Na+].[Na+].